Regression. Given two drug SMILES strings and cell line genomic features, predict the synergy score measuring deviation from expected non-interaction effect. From a dataset of NCI-60 drug combinations with 297,098 pairs across 59 cell lines. (1) Drug 1: C1CCC(C1)C(CC#N)N2C=C(C=N2)C3=C4C=CNC4=NC=N3. Drug 2: CS(=O)(=O)C1=CC(=C(C=C1)C(=O)NC2=CC(=C(C=C2)Cl)C3=CC=CC=N3)Cl. Cell line: SK-MEL-2. Synergy scores: CSS=-1.17, Synergy_ZIP=5.12, Synergy_Bliss=6.94, Synergy_Loewe=-0.662, Synergy_HSA=0.485. (2) Drug 1: CCN(CC)CCNC(=O)C1=C(NC(=C1C)C=C2C3=C(C=CC(=C3)F)NC2=O)C. Drug 2: CN1C2=C(C=C(C=C2)N(CCCl)CCCl)N=C1CCCC(=O)O.Cl. Cell line: SNB-19. Synergy scores: CSS=4.09, Synergy_ZIP=-0.451, Synergy_Bliss=3.43, Synergy_Loewe=2.35, Synergy_HSA=2.26. (3) Drug 1: CC1=C2C(C(=O)C3(C(CC4C(C3C(C(C2(C)C)(CC1OC(=O)C(C(C5=CC=CC=C5)NC(=O)OC(C)(C)C)O)O)OC(=O)C6=CC=CC=C6)(CO4)OC(=O)C)O)C)O. Drug 2: CNC(=O)C1=NC=CC(=C1)OC2=CC=C(C=C2)NC(=O)NC3=CC(=C(C=C3)Cl)C(F)(F)F. Cell line: HCT116. Synergy scores: CSS=6.06, Synergy_ZIP=17.0, Synergy_Bliss=21.2, Synergy_Loewe=12.2, Synergy_HSA=17.0. (4) Drug 1: CCCCC(=O)OCC(=O)C1(CC(C2=C(C1)C(=C3C(=C2O)C(=O)C4=C(C3=O)C=CC=C4OC)O)OC5CC(C(C(O5)C)O)NC(=O)C(F)(F)F)O. Drug 2: C1CN1C2=NC(=NC(=N2)N3CC3)N4CC4. Cell line: KM12. Synergy scores: CSS=58.0, Synergy_ZIP=-0.513, Synergy_Bliss=2.32, Synergy_Loewe=-7.49, Synergy_HSA=-0.0991. (5) Drug 1: CN1CCC(CC1)COC2=C(C=C3C(=C2)N=CN=C3NC4=C(C=C(C=C4)Br)F)OC. Drug 2: C1=NC2=C(N1)C(=S)N=CN2. Cell line: MDA-MB-231. Synergy scores: CSS=-1.89, Synergy_ZIP=-15.1, Synergy_Bliss=-36.1, Synergy_Loewe=-39.3, Synergy_HSA=-34.6.